The task is: Predict the reactants needed to synthesize the given product.. This data is from Full USPTO retrosynthesis dataset with 1.9M reactions from patents (1976-2016). Given the product [CH2:1]([O:4][C:5]1[CH:6]=[CH:7][C:8]([CH:11]2[CH2:16][CH2:15][N:14]([C:17]([O:19][C:20]([CH3:23])([CH3:22])[CH3:21])=[O:18])[CH2:13][CH:12]2[O:24][CH2:26][C:27]2[CH:36]=[CH:35][C:34]3[C:29](=[CH:30][CH:31]=[CH:32][CH:33]=3)[C:28]=2[O:37][CH2:38][O:39][CH2:40][CH2:41][O:42][CH3:43])=[CH:9][CH:10]=1)[CH:2]=[CH2:3], predict the reactants needed to synthesize it. The reactants are: [CH2:1]([O:4][C:5]1[CH:10]=[CH:9][C:8]([CH:11]2[CH2:16][CH2:15][N:14]([C:17]([O:19][C:20]([CH3:23])([CH3:22])[CH3:21])=[O:18])[CH2:13][CH:12]2[OH:24])=[CH:7][CH:6]=1)[CH:2]=[CH2:3].Cl[CH2:26][C:27]1[CH:36]=[CH:35][C:34]2[C:29](=[CH:30][CH:31]=[CH:32][CH:33]=2)[C:28]=1[O:37][CH2:38][O:39][CH2:40][CH2:41][O:42][CH3:43].